From a dataset of Peptide-MHC class II binding affinity with 134,281 pairs from IEDB. Regression. Given a peptide amino acid sequence and an MHC pseudo amino acid sequence, predict their binding affinity value. This is MHC class II binding data. (1) The peptide sequence is PMVLTEGFKLLSCLV. The MHC is DRB1_0101 with pseudo-sequence DRB1_0101. The binding affinity (normalized) is 0.881. (2) The peptide sequence is VAIKSLTERLYVGGPLTNSR. The MHC is DRB1_1501 with pseudo-sequence DRB1_1501. The binding affinity (normalized) is 0.619. (3) The peptide sequence is KEPIVGAETFYVDGA. The binding affinity (normalized) is 0.549. The MHC is HLA-DPA10301-DPB10402 with pseudo-sequence HLA-DPA10301-DPB10402.